From a dataset of Forward reaction prediction with 1.9M reactions from USPTO patents (1976-2016). Predict the product of the given reaction. (1) Given the reactants [Cl-].C[Al+]C.[S:5]1[CH:9]=[CH:8][CH:7]=[C:6]1[C:10]#[N:11].[C:12]([C:16]1[CH:23]=[CH:22][C:19]([CH2:20][NH2:21])=[CH:18][CH:17]=1)([CH3:15])([CH3:14])[CH3:13].C([C:26](CC)([C:30]([O-])=[O:31])[C:27]([O-])=[O:28])C.C[O-].[Na+].Cl.[N:39]([CH2:42][C:43]([O:45]CC)=[O:44])=[C:40]=[O:41].CCN(C(C)C)C(C)C.[OH-].[Na+], predict the reaction product. The product is: [CH3:14][C:12]([C:16]1[CH:17]=[CH:18][C:19]([CH2:20][N:21]2[C:27](=[O:28])[C:26]([C:40]([NH:39][CH2:42][C:43]([OH:45])=[O:44])=[O:41])=[C:30]([OH:31])[N:11]=[C:10]2[C:6]2[S:5][CH:9]=[CH:8][CH:7]=2)=[CH:22][CH:23]=1)([CH3:15])[CH3:13]. (2) Given the reactants [CH3:1][N:2]1[CH:10]2[CH:5]([CH2:6][N:7](C(OCC3C=CC=CC=3)=O)[CH2:8][CH2:9]2)[CH2:4][CH2:3]1.[H][H], predict the reaction product. The product is: [CH3:1][N:2]1[CH:10]2[CH:5]([CH2:6][NH:7][CH2:8][CH2:9]2)[CH2:4][CH2:3]1. (3) Given the reactants [C:1]1([C:7]([OH:9])=[O:8])([C:4](O)=[O:5])[CH2:3][CH2:2]1.C(N(CC)CC)C.S(Cl)(Cl)=O.[F:21][C:22]1[CH:28]=[CH:27][C:25]([NH2:26])=[C:24]([CH3:29])[CH:23]=1.[OH-].[Na+], predict the reaction product. The product is: [F:21][C:22]1[CH:28]=[CH:27][C:25]([NH:26][C:4]([C:1]2([C:7]([OH:9])=[O:8])[CH2:3][CH2:2]2)=[O:5])=[C:24]([CH3:29])[CH:23]=1. (4) The product is: [CH3:26][N:27]([CH2:28][CH2:29][CH2:30][CH2:31][S:32]([CH2:35][CH2:36][CH2:37][C:38]([F:39])([F:41])[F:40])(=[O:34])=[O:33])[CH2:2][CH2:3][CH2:4][CH2:5][CH2:6][CH2:7][C:8]1[C:14]2[CH:15]=[CH:16][C:17]([OH:19])=[CH:18][C:13]=2[CH2:12][CH2:11][CH2:10][C:9]=1[C:20]1[CH:25]=[CH:24][CH:23]=[CH:22][CH:21]=1. Given the reactants Br[CH2:2][CH2:3][CH2:4][CH2:5][CH2:6][CH2:7][C:8]1[C:14]2[CH:15]=[CH:16][C:17]([OH:19])=[CH:18][C:13]=2[CH2:12][CH2:11][CH2:10][C:9]=1[C:20]1[CH:25]=[CH:24][CH:23]=[CH:22][CH:21]=1.[CH3:26][NH:27][CH2:28][CH2:29][CH2:30][CH2:31][S:32]([CH2:35][CH2:36][CH2:37][C:38]([F:41])([F:40])[F:39])(=[O:34])=[O:33], predict the reaction product. (5) The product is: [OH:6][CH2:7][CH2:8][CH2:9][CH:10]1[O:14][B:13]([OH:15])[C:12]2[CH:16]=[C:17]([O:20][C:21]3[CH:26]=[CH:25][CH:24]=[CH:23][CH:22]=3)[CH:18]=[CH:19][C:11]1=2. Given the reactants C([Si](C)(C)[O:6][CH2:7][CH2:8][CH2:9][CH:10]1[O:14][B:13]([OH:15])[C:12]2[CH:16]=[C:17]([O:20][C:21]3[CH:26]=[CH:25][CH:24]=[CH:23][CH:22]=3)[CH:18]=[CH:19][C:11]1=2)(C)(C)C.O.C(O)(=O)C, predict the reaction product. (6) Given the reactants Cl.[CH3:2][NH:3][O:4][CH3:5].C(=O)([O-])[O-].[K+].[K+].[CH3:12][O:13][CH2:14][C:15](Cl)=[O:16], predict the reaction product. The product is: [CH3:5][O:4][N:3]([CH3:2])[C:15](=[O:16])[CH2:14][O:13][CH3:12]. (7) Given the reactants C(C1C=C(NC(NC2C3C(=CC=CC=3)C(OC3C=CN=C([NH:39][C:40]4[CH:45]=[C:44]([O:46][CH2:47][CH2:48][O:49][CH2:50][CH2:51][O:52][CH2:53][CH2:54][O:55][CH3:56])[CH:43]=[C:42]([O:57][CH3:58])[CH:41]=4)N=3)=CC=2)=O)C(OC)=C(NS(C)(=O)=O)C=1)(C)(C)C.[NH4+].[Cl-], predict the reaction product. The product is: [CH3:58][O:57][C:42]1[CH:41]=[C:40]([CH:45]=[C:44]([O:46][CH2:47][CH2:48][O:49][CH2:50][CH2:51][O:52][CH2:53][CH2:54][O:55][CH3:56])[CH:43]=1)[NH2:39].